Predict the product of the given reaction. From a dataset of Forward reaction prediction with 1.9M reactions from USPTO patents (1976-2016). (1) Given the reactants Br[C:2]1[CH:3]=[C:4]([CH2:9][NH:10][C:11]([C:13]2[CH:18]=[C:17]([CH3:19])[CH:16]=[C:15]([C:20]([NH:22][CH2:23][C:24]3[C:25]([NH:37][CH:38]4[CH2:43][CH2:42][O:41][CH2:40][CH2:39]4)=[C:26]4[CH:34]=[N:33][N:32]([CH2:35][CH3:36])[C:27]4=[N:28][C:29]=3[CH2:30][CH3:31])=[O:21])[CH:14]=2)=[O:12])[CH:5]=[CH:6][C:7]=1[CH3:8].[CH:44]([C:46]1[CH:47]=[C:48](B(O)O)[CH:49]=[CH:50][CH:51]=1)=[O:45].C(=O)([O-])[O-].[K+].[K+], predict the reaction product. The product is: [CH2:35]([N:32]1[C:27]2=[N:28][C:29]([CH2:30][CH3:31])=[C:24]([CH2:23][NH:22][C:20]([C:15]3[CH:16]=[C:17]([CH3:19])[CH:18]=[C:13]([C:11]([NH:10][CH2:9][C:4]4[CH:3]=[C:2]([C:50]5[CH:49]=[CH:48][CH:47]=[C:46]([CH:44]=[O:45])[CH:51]=5)[C:7]([CH3:8])=[CH:6][CH:5]=4)=[O:12])[CH:14]=3)=[O:21])[C:25]([NH:37][CH:38]3[CH2:43][CH2:42][O:41][CH2:40][CH2:39]3)=[C:26]2[CH:34]=[N:33]1)[CH3:36]. (2) Given the reactants C(C1C=CC(C[S:8][C:9]2[CH:10]=[C:11]([O:19][CH2:20][O:21][CH3:22])[C:12](=[O:18])[N:13]([CH2:15][O:16][CH3:17])[CH:14]=2)=CC=1)C.Cl[CH2:26][C:27]1[CH:28]=[N:29][C:30]([C:33]([F:36])([F:35])[F:34])=[CH:31][CH:32]=1, predict the reaction product. The product is: [CH3:22][O:21][CH2:20][O:19][C:11]1[C:12](=[O:18])[N:13]([CH2:15][O:16][CH3:17])[CH:14]=[C:9]([S:8][CH2:26][C:27]2[CH:28]=[N:29][C:30]([C:33]([F:36])([F:35])[F:34])=[CH:31][CH:32]=2)[CH:10]=1. (3) Given the reactants [C:1]1([C:27]2[CH:32]=[CH:31][CH:30]=[CH:29][CH:28]=2)[CH:6]=[CH:5][C:4]([C:7]([N:9]2[CH2:13][C:12](=O)[CH2:11][C@H:10]2[C:15]([NH:17][CH2:18][CH:19]([OH:26])[C:20]2[CH:25]=[CH:24][CH:23]=[CH:22][CH:21]=2)=[O:16])=[O:8])=[CH:3][CH:2]=1.O.[NH2:34][NH2:35], predict the reaction product. The product is: [C:1]1([C:27]2[CH:28]=[CH:29][CH:30]=[CH:31][CH:32]=2)[CH:6]=[CH:5][C:4]([C:7]([N:9]2[CH2:13][C:12](=[N:34][NH2:35])[CH2:11][C@H:10]2[C:15]([NH:17][CH2:18][CH:19]([OH:26])[C:20]2[CH:25]=[CH:24][CH:23]=[CH:22][CH:21]=2)=[O:16])=[O:8])=[CH:3][CH:2]=1. (4) The product is: [CH3:19][O:18][C:12]1[CH:17]=[CH:16][C:15]([C:1](=[O:6])[CH2:2][CH:3]([CH3:5])[CH3:4])=[CH:14][CH:13]=1. Given the reactants [C:1](Cl)(=[O:6])[CH2:2][CH:3]([CH3:5])[CH3:4].[Cl-].[Al+3].[Cl-].[Cl-].[C:12]1([O:18][CH3:19])[CH:17]=[CH:16][CH:15]=[CH:14][CH:13]=1, predict the reaction product. (5) Given the reactants [NH2:1][C:2]1[CH:11]=[CH:10][C:9]([Br:12])=[CH:8][C:3]=1[C:4]([O:6][CH3:7])=[O:5].Cl.[N:14]1[CH:19]=[CH:18][CH:17]=[CH:16][C:15]=1[CH2:20][C:21](O)=[O:22].CN(C(ON1N=NC2C=CC=NC1=2)=[N+](C)C)C.F[P-](F)(F)(F)(F)F.CCN(C(C)C)C(C)C, predict the reaction product. The product is: [Br:12][C:9]1[CH:10]=[CH:11][C:2]([NH:1][C:21](=[O:22])[CH2:20][C:15]2[CH:16]=[CH:17][CH:18]=[CH:19][N:14]=2)=[C:3]([CH:8]=1)[C:4]([O:6][CH3:7])=[O:5]. (6) Given the reactants C([O-])([O-])=O.[K+].[K+].[CH3:7][CH:8]([CH3:24])[C:9]([NH:11][C:12]1[CH:17]=[CH:16][CH:15]=[C:14]([CH:18]2[CH2:23][CH2:22][NH:21][CH2:20][CH2:19]2)[CH:13]=1)=[O:10].[Br:25][C:26]1[CH:31]=[CH:30][C:29]([C:32](=[O:37])[CH2:33][CH2:34][CH2:35]Cl)=[CH:28][CH:27]=1, predict the reaction product. The product is: [Br:25][C:26]1[CH:27]=[CH:28][C:29]([C:32](=[O:37])[CH2:33][CH2:34][CH2:35][N:21]2[CH2:22][CH2:23][CH:18]([C:14]3[CH:13]=[C:12]([NH:11][C:9](=[O:10])[CH:8]([CH3:24])[CH3:7])[CH:17]=[CH:16][CH:15]=3)[CH2:19][CH2:20]2)=[CH:30][CH:31]=1.